This data is from Reaction yield outcomes from USPTO patents with 853,638 reactions. The task is: Predict the reaction yield, written as a fraction of the theoretical maximum amount of product (1.0 means a 100% yield; for example, 0.34 means a 34% yield). The reactants are [NH2:1][C:2]1[CH:23]=[CH:22][C:5]([O:6][C:7]2[CH:16]=[CH:15][N:14]=[C:13]3[C:8]=2[C:9]2[CH:21]=[CH:20][CH:19]=[CH:18][C:10]=2[C:11](=[O:17])[NH:12]3)=[CH:4][CH:3]=1.[OH:24][C:25]([CH3:44])([CH3:43])[CH2:26][N:27]1[C:31]([CH3:32])=[C:30]([C:33](O)=[O:34])[C:29](=[O:36])[N:28]1[C:37]1[CH:42]=[CH:41][CH:40]=[CH:39][CH:38]=1.C1N(P(Cl)(N2C(=O)OCC2)=O)C(=O)OC1.CCN(C(C)C)C(C)C. The catalyst is O1CCOCC1.CCOC(C)=O.O. The product is [O:17]=[C:11]1[C:10]2[CH:18]=[CH:19][CH:20]=[CH:21][C:9]=2[C:8]2[C:13](=[N:14][CH:15]=[CH:16][C:7]=2[O:6][C:5]2[CH:22]=[CH:23][C:2]([NH:1][C:33]([C:30]3[C:29](=[O:36])[N:28]([C:37]4[CH:38]=[CH:39][CH:40]=[CH:41][CH:42]=4)[N:27]([CH2:26][C:25]([OH:24])([CH3:44])[CH3:43])[C:31]=3[CH3:32])=[O:34])=[CH:3][CH:4]=2)[NH:12]1. The yield is 0.300.